This data is from Reaction yield outcomes from USPTO patents with 853,638 reactions. The task is: Predict the reaction yield, written as a fraction of the theoretical maximum amount of product (1.0 means a 100% yield; for example, 0.34 means a 34% yield). (1) The reactants are [C:1]([CH2:3][C:4]([O:6][C:7]([CH3:10])([CH3:9])[CH3:8])=[O:5])#[N:2].C([O-])([O-])=O.[K+].[K+].Cl[C:18]1[C:23]([C:24]([F:27])([F:26])[F:25])=[CH:22][C:21]([N+:28]([O-:30])=[O:29])=[CH:20][N:19]=1. The catalyst is C1COCC1. The product is [C:1]([CH:3]([C:18]1[C:23]([C:24]([F:26])([F:27])[F:25])=[CH:22][C:21]([N+:28]([O-:30])=[O:29])=[CH:20][N:19]=1)[C:4]([O:6][C:7]([CH3:10])([CH3:9])[CH3:8])=[O:5])#[N:2]. The yield is 0.980. (2) The reactants are [NH2:1][C:2]1[C:3]([F:13])=[C:4]([C:9]([F:12])=[CH:10][CH:11]=1)[C:5]([O:7][CH3:8])=[O:6].N1C=CC=CC=1.[F:20][CH2:21][CH2:22][CH2:23][S:24](Cl)(=[O:26])=[O:25]. The catalyst is ClCCl. The product is [F:13][C:3]1[C:2]([NH:1][S:24]([CH2:23][CH2:22][CH2:21][F:20])(=[O:26])=[O:25])=[CH:11][CH:10]=[C:9]([F:12])[C:4]=1[C:5]([O:7][CH3:8])=[O:6]. The yield is 0.750. (3) The yield is 0.970. The reactants are B(Br)(Br)Br.C([O:12][C:13]1[CH:14]=[C:15]([C:20]2[N:25]=[C:24]([C:26]([O:28][CH3:29])=[O:27])[CH:23]=[CH:22][C:21]=2[C:30]2[CH:35]=[CH:34][CH:33]=[CH:32][C:31]=2[CH3:36])[CH:16]=[CH:17][C:18]=1[Cl:19])C1C=CC=CC=1.CO.S(Cl)(Cl)=O.C([O-])(O)=O.[Na+]. The catalyst is C(Cl)Cl. The product is [Cl:19][C:18]1[CH:17]=[CH:16][C:15]([C:20]2[N:25]=[C:24]([C:26]([O:28][CH3:29])=[O:27])[CH:23]=[CH:22][C:21]=2[C:30]2[CH:35]=[CH:34][CH:33]=[CH:32][C:31]=2[CH3:36])=[CH:14][C:13]=1[OH:12]. (4) The reactants are [CH3:1][O:2][C:3]1[CH:4]=[C:5]([CH:8]=[CH:9][C:10]=1[F:11])[CH:6]=O.C(O)(=O)[CH2:13][C:14]([OH:16])=[O:15].N1CCCCC1. The catalyst is N1C=CC=CC=1. The product is [CH3:1][O:2][C:3]1[CH:4]=[C:5]([CH:6]=[CH:13][C:14]([OH:16])=[O:15])[CH:8]=[CH:9][C:10]=1[F:11]. The yield is 0.470. (5) The reactants are [CH3:1][C:2]1[C:16](=[O:17])[N:15]=[C:14]2[N:4]([C@@H:5]3[O:9][C@H:8]([CH2:10][OH:11])[C@@H:7]([OH:12])[C@@H:6]3[O:13]2)[CH:3]=1.[CH3:18][O:19][CH2:20][CH2:21][O:22]B([O:22][CH2:21][CH2:20][O:19][CH3:18])[O:22][CH2:21][CH2:20][O:19][CH3:18]. The catalyst is COCCO. The product is [CH3:18][O:19][CH2:20][CH2:21][O:22][C@@H:6]1[C@H:7]([OH:12])[C@@H:8]([CH2:10][OH:11])[O:9][C@H:5]1[N:4]1[CH:3]=[C:2]([CH3:1])[C:16](=[O:17])[NH:15][C:14]1=[O:13]. The yield is 0.630. (6) No catalyst specified. The reactants are Br[C:2]1[S:6][C:5]([NH:7][C:8]([NH:10][C:11]2[CH:16]=[CH:15][C:14]([CH3:17])=[CH:13][C:12]=2[C:18]([CH:20]2[CH2:24][CH2:23][CH2:22][CH2:21]2)=[O:19])=[O:9])=[N:4][CH:3]=1.[CH3:25][N:26]([CH3:35])[CH2:27][CH2:28][N:29]1[C:33]([SH:34])=[N:32][N:31]=[N:30]1. The product is [CH:20]1([C:18]([C:12]2[CH:13]=[C:14]([CH3:17])[CH:15]=[CH:16][C:11]=2[NH:10][C:8]([NH:7][C:5]2[S:6][C:2]([S:34][C:33]3[N:29]([CH2:28][CH2:27][N:26]([CH3:35])[CH3:25])[N:30]=[N:31][N:32]=3)=[CH:3][N:4]=2)=[O:9])=[O:19])[CH2:24][CH2:23][CH2:22][CH2:21]1. The yield is 0.250.